From a dataset of Reaction yield outcomes from USPTO patents with 853,638 reactions. Predict the reaction yield, written as a fraction of the theoretical maximum amount of product (1.0 means a 100% yield; for example, 0.34 means a 34% yield). (1) The product is [Cl:1][C:2]1[CH:7]=[CH:6][C:5]([O:8][CH2:13][C:14]2[CH:19]=[CH:18][C:17]([O:20][CH3:21])=[CH:16][CH:15]=2)=[CH:4][C:3]=1[N+:9]([O-:11])=[O:10]. The reactants are [Cl:1][C:2]1[CH:7]=[CH:6][C:5]([OH:8])=[CH:4][C:3]=1[N+:9]([O-:11])=[O:10].Cl[CH2:13][C:14]1[CH:19]=[CH:18][C:17]([O:20][CH3:21])=[CH:16][CH:15]=1.C(=O)([O-])[O-].[K+].[K+]. The catalyst is [I-].C([N+](CCCC)(CCCC)CCCC)CCC.CN(C)C=O. The yield is 0.960. (2) The reactants are [F:1][C:2]1[CH:3]=[CH:4][C:5]([CH2:11][OH:12])=[C:6]([CH:10]=1)[C:7]([OH:9])=[O:8]. The catalyst is O1CCCC1.[O-2].[Mn+4].[O-2]. The product is [F:1][C:2]1[CH:3]=[CH:4][C:5]([CH:11]=[O:12])=[C:6]([CH:10]=1)[C:7]([OH:9])=[O:8]. The yield is 0.412. (3) The reactants are [NH2:1][C:2]1[CH:10]=[CH:9][CH:8]=[C:7]([Cl:11])[C:3]=1[C:4]([OH:6])=O.O=S(Cl)Cl.[F:16][C:17]1[CH:23]=[CH:22][CH:21]=[CH:20][C:18]=1[NH2:19].C(Cl)(Cl)Cl. The catalyst is C1C=CC=CC=1. The product is [NH2:1][C:2]1[CH:10]=[CH:9][CH:8]=[C:7]([Cl:11])[C:3]=1[C:4]([NH:19][C:18]1[CH:20]=[CH:21][CH:22]=[CH:23][C:17]=1[F:16])=[O:6]. The yield is 0.340. (4) The reactants are [N:1]1[C:10]2[C:5](=[CH:6][C:7]([CH:11]([CH3:16])[C:12]([O:14]C)=[O:13])=[CH:8][CH:9]=2)[CH:4]=[CH:3][CH:2]=1.CO.[OH-].[Na+].Cl. No catalyst specified. The product is [N:1]1[C:10]2[C:5](=[CH:6][C:7]([CH:11]([CH3:16])[C:12]([OH:14])=[O:13])=[CH:8][CH:9]=2)[CH:4]=[CH:3][CH:2]=1. The yield is 0.770. (5) The yield is 0.830. The reactants are CN([C:12]1[CH:17]=[CH:16][C:15](N=N[C:12]2[CH:13]=[CH:14][C:15](S(O)(=O)=O)=[CH:16][CH:17]=2)=[CH:14][CH:13]=1)C.[BH3-][C:23]#[N:24].[Na+].Cl.[CH3:27][OH:28]. The product is [CH2:27]([O:28][NH:24][CH2:23][CH2:16][CH2:17][CH2:12][CH2:13][CH2:14][CH3:15])[C:12]1[CH:13]=[CH:14][CH:15]=[CH:16][CH:17]=1. No catalyst specified. (6) The reactants are [CH3:1][CH:2]([C@H:4]1[CH2:8][C@H:7](OS(C)(=O)=O)[CH2:6][N:5]1[C:14]([O:16][C:17]([CH3:20])([CH3:19])[CH3:18])=[O:15])[CH3:3].[N-:21]=[N+:22]=[N-:23].[Na+]. The yield is 0.226. The product is [N:21]([C@H:7]1[CH2:6][N:5]([C:14]([O:16][C:17]([CH3:20])([CH3:19])[CH3:18])=[O:15])[C@@H:4]([CH:2]([CH3:3])[CH3:1])[CH2:8]1)=[N+:22]=[N-:23]. The catalyst is CN(C)C=O.